From a dataset of Peptide-MHC class I binding affinity with 185,985 pairs from IEDB/IMGT. Regression. Given a peptide amino acid sequence and an MHC pseudo amino acid sequence, predict their binding affinity value. This is MHC class I binding data. (1) The peptide sequence is PEDDGTDWF. The MHC is HLA-A02:01 with pseudo-sequence HLA-A02:01. The binding affinity (normalized) is 0.0847. (2) The peptide sequence is LYRNGDFFIT. The MHC is H-2-Kd with pseudo-sequence H-2-Kd. The binding affinity (normalized) is 0. (3) The peptide sequence is AVFIFYLL. The MHC is H-2-Kb with pseudo-sequence H-2-Kb. The binding affinity (normalized) is 1.00. (4) The peptide sequence is VALFSSCPVAY. The MHC is HLA-C14:02 with pseudo-sequence HLA-C14:02. The binding affinity (normalized) is 0.414. (5) The peptide sequence is KYYLAYTSY. The MHC is HLA-B15:09 with pseudo-sequence HLA-B15:09. The binding affinity (normalized) is 0.0847. (6) The peptide sequence is FLDDASNSA. The MHC is HLA-B35:01 with pseudo-sequence HLA-B35:01. The binding affinity (normalized) is 0.0847. (7) The peptide sequence is QMAVFIHNFK. The MHC is HLA-A11:01 with pseudo-sequence HLA-A11:01. The binding affinity (normalized) is 0.802. (8) The peptide sequence is STLNFNNLH. The MHC is HLA-A01:01 with pseudo-sequence HLA-A01:01. The binding affinity (normalized) is 0. (9) The peptide sequence is LSIFFIVVA. The MHC is HLA-B15:01 with pseudo-sequence HLA-B15:01. The binding affinity (normalized) is 0.592.